Dataset: Peptide-MHC class I binding affinity with 185,985 pairs from IEDB/IMGT. Task: Regression. Given a peptide amino acid sequence and an MHC pseudo amino acid sequence, predict their binding affinity value. This is MHC class I binding data. (1) The peptide sequence is WSYFHEAVQAG. The MHC is Mamu-A01 with pseudo-sequence Mamu-A01. The binding affinity (normalized) is 0.169. (2) The peptide sequence is NLNFDQAAL. The MHC is HLA-A02:01 with pseudo-sequence HLA-A02:01. The binding affinity (normalized) is 0.577. (3) The peptide sequence is EINEWLSSK. The MHC is HLA-A03:01 with pseudo-sequence HLA-A03:01. The binding affinity (normalized) is 0.510. (4) The peptide sequence is HEGEGIPLY. The MHC is HLA-B35:01 with pseudo-sequence HLA-B35:01. The binding affinity (normalized) is 0.0847. (5) The peptide sequence is CTELKLSDY. The MHC is HLA-A30:02 with pseudo-sequence HLA-A30:02. The binding affinity (normalized) is 0.242.